Dataset: hERG Central: cardiac toxicity at 1µM, 10µM, and general inhibition. Task: Predict hERG channel inhibition at various concentrations. The compound is Cc1cc(N2CCCC2)nc2ccc(NC(=S)NCCCOC(C)C)cc12. Results: hERG_inhib (hERG inhibition (general)): blocker.